Dataset: NCI-60 drug combinations with 297,098 pairs across 59 cell lines. Task: Regression. Given two drug SMILES strings and cell line genomic features, predict the synergy score measuring deviation from expected non-interaction effect. (1) Drug 1: CC1=CC=C(C=C1)C2=CC(=NN2C3=CC=C(C=C3)S(=O)(=O)N)C(F)(F)F. Drug 2: C1=NC2=C(N1)C(=S)N=CN2. Cell line: IGROV1. Synergy scores: CSS=7.38, Synergy_ZIP=-3.16, Synergy_Bliss=1.15, Synergy_Loewe=-9.06, Synergy_HSA=-0.290. (2) Drug 1: CC(C1=C(C=CC(=C1Cl)F)Cl)OC2=C(N=CC(=C2)C3=CN(N=C3)C4CCNCC4)N. Drug 2: C(=O)(N)NO. Cell line: A498. Synergy scores: CSS=12.5, Synergy_ZIP=-3.99, Synergy_Bliss=1.32, Synergy_Loewe=2.54, Synergy_HSA=2.56. (3) Drug 1: C1=NC2=C(N=C(N=C2N1C3C(C(C(O3)CO)O)O)F)N. Drug 2: CC(C)CN1C=NC2=C1C3=CC=CC=C3N=C2N. Cell line: OVCAR-8. Synergy scores: CSS=27.5, Synergy_ZIP=0.472, Synergy_Bliss=0.177, Synergy_Loewe=0.906, Synergy_HSA=0.162. (4) Drug 1: CCCS(=O)(=O)NC1=C(C(=C(C=C1)F)C(=O)C2=CNC3=C2C=C(C=N3)C4=CC=C(C=C4)Cl)F. Drug 2: C1=NC2=C(N=C(N=C2N1C3C(C(C(O3)CO)O)O)F)N. Cell line: HL-60(TB). Synergy scores: CSS=-8.30, Synergy_ZIP=-9.17, Synergy_Bliss=-28.9, Synergy_Loewe=-39.9, Synergy_HSA=-37.9.